Dataset: Forward reaction prediction with 1.9M reactions from USPTO patents (1976-2016). Task: Predict the product of the given reaction. (1) Given the reactants [CH3:1][S:2](Cl)(=[O:4])=[O:3].[C:6]([O:10][C:11]([N:13]1[CH2:18][CH2:17][CH:16](CO)[CH2:15][CH2:14]1)=[O:12])([CH3:9])([CH3:8])[CH3:7].C(N(CC)CC)C.C(OCC)(=[O:30])C, predict the reaction product. The product is: [CH3:1][S:2]([O:4][CH:16]1[CH2:17][CH2:18][N:13]([C:11]([O:10][C:6]([CH3:9])([CH3:8])[CH3:7])=[O:12])[CH2:14][CH2:15]1)(=[O:30])=[O:3]. (2) Given the reactants [Cl:1][C:2]1[CH:10]=[C:6]([C:7]([OH:9])=O)[C:5]([OH:11])=[CH:4][CH:3]=1.[CH2:12]([C:19]1[CH:20]=[C:21]([CH:23]=[CH:24][CH:25]=1)[NH2:22])[C:13]1[CH:18]=[CH:17][CH:16]=[CH:15][CH:14]=1.P(Cl)(Cl)Cl.C(Cl)Cl, predict the reaction product. The product is: [CH2:12]([C:19]1[CH:20]=[C:21]([NH:22][C:7](=[O:9])[C:6]2[CH:10]=[C:2]([Cl:1])[CH:3]=[CH:4][C:5]=2[OH:11])[CH:23]=[CH:24][CH:25]=1)[C:13]1[CH:14]=[CH:15][CH:16]=[CH:17][CH:18]=1. (3) Given the reactants CON(CC)[C:4](=[O:21])[CH2:5][CH:6]1[CH2:11][CH2:10][N:9]([CH2:12][C:13]2[C:14]([O:19][CH3:20])=[N:15][CH:16]=[CH:17][CH:18]=2)[CH2:8][CH2:7]1.O1CCCC1.[S:29]1[CH:33]=[CH:32][CH:31]=[C:30]1[Li].[Cl-].[NH4+], predict the reaction product. The product is: [CH3:20][O:19][C:14]1[C:13]([CH2:12][N:9]2[CH2:8][CH2:7][CH:6]([CH2:5][C:4](=[O:21])[C:30]3[S:29][CH:33]=[CH:32][CH:31]=3)[CH2:11][CH2:10]2)=[CH:18][CH:17]=[CH:16][N:15]=1. (4) Given the reactants [CH2:1]([O:8][C:9]1[C:10]2[N:11]([C:17]([C:21]([O:23][CH2:24][CH3:25])=[O:22])=[C:18]([CH3:20])[N:19]=2)[CH:12]=[C:13]([CH:15]=[O:16])[CH:14]=1)[C:2]1[CH:7]=[CH:6][CH:5]=[CH:4][CH:3]=1.C(O)C.[BH4-].[Na+], predict the reaction product. The product is: [CH2:1]([O:8][C:9]1[C:10]2[N:11]([C:17]([C:21]([O:23][CH2:24][CH3:25])=[O:22])=[C:18]([CH3:20])[N:19]=2)[CH:12]=[C:13]([CH2:15][OH:16])[CH:14]=1)[C:2]1[CH:3]=[CH:4][CH:5]=[CH:6][CH:7]=1. (5) Given the reactants [C:1]([O:9][C@@H:10]1[C@H:14]([CH2:15][O:16][C:17](=[O:24])[C:18]2[CH:23]=[CH:22][CH:21]=[CH:20][CH:19]=2)[O:13][C@H:12]([N:25]2[CH:33]=[N:32][C:31]3[C:26]2=[N:27][CH:28]=[N:29][C:30]=3[NH2:34])[CH2:11]1)(=[O:8])[C:2]1[CH:7]=[CH:6][CH:5]=[CH:4][CH:3]=1.[CH3:35][O:36][C:37]1[CH:56]=[CH:55][C:40]([C:41](Cl)([C:48]2[CH:53]=[CH:52][CH:51]=[CH:50][CH:49]=2)[C:42]2[CH:47]=[CH:46][CH:45]=[CH:44][CH:43]=2)=[CH:39][CH:38]=1.CO, predict the reaction product. The product is: [CH3:35][O:36][C:37]1[CH:56]=[CH:55][C:40]([C:41]([NH:34][C:30]2[N:29]=[CH:28][N:27]=[C:26]3[C:31]=2[N:32]=[CH:33][N:25]3[C@H:12]2[O:13][C@@H:14]([CH2:15][O:16][C:17](=[O:24])[C:18]3[CH:23]=[CH:22][CH:21]=[CH:20][CH:19]=3)[C@@H:10]([O:9][C:1](=[O:8])[C:2]3[CH:3]=[CH:4][CH:5]=[CH:6][CH:7]=3)[CH2:11]2)([C:42]2[CH:43]=[CH:44][CH:45]=[CH:46][CH:47]=2)[C:48]2[CH:53]=[CH:52][CH:51]=[CH:50][CH:49]=2)=[CH:39][CH:38]=1. (6) Given the reactants [Br:1][C:2]1[C:3]([CH3:20])=[C:4]2[NH:10][C:9]([C:11]3[CH:16]=[CH:15][C:14]([N+:17]([O-])=O)=[CH:13][CH:12]=3)=[N:8][C:5]2=[N:6][CH:7]=1.Cl, predict the reaction product. The product is: [Br:1][C:2]1[C:3]([CH3:20])=[C:4]2[NH:10][C:9]([C:11]3[CH:16]=[CH:15][C:14]([NH2:17])=[CH:13][CH:12]=3)=[N:8][C:5]2=[N:6][CH:7]=1. (7) Given the reactants [CH2:1]([O:3][P:4]([CH2:9][C:10]1[CH:15]=[CH:14][C:13]([NH:16][C:17]2[N:22]=[C:21]([NH:23][C:24]3[CH:32]=[CH:31][C:30](Br)=[C:29]4[C:25]=3[C:26](=[O:35])[N:27]([CH3:34])[CH2:28]4)[C:20]([C:36]([F:39])([F:38])[F:37])=[CH:19][N:18]=2)=[CH:12][CH:11]=1)(=[O:8])[O:5][CH2:6][CH3:7])[CH3:2].[CH2:40]([N:42]([CH2:59][CH3:60])[CH2:43][CH2:44][N:45]1[CH:49]=[C:48](B2OC(C)(C)C(C)(C)O2)[CH:47]=[N:46]1)[CH3:41], predict the reaction product. The product is: [CH2:1]([O:3][P:4]([CH2:9][C:10]1[CH:15]=[CH:14][C:13]([NH:16][C:17]2[N:22]=[C:21]([NH:23][C:24]3[CH:32]=[CH:31][C:30]([C:48]4[CH:47]=[N:46][N:45]([CH2:44][CH2:43][N:42]([CH2:59][CH3:60])[CH2:40][CH3:41])[CH:49]=4)=[C:29]4[C:25]=3[C:26](=[O:35])[N:27]([CH3:34])[CH2:28]4)[C:20]([C:36]([F:39])([F:38])[F:37])=[CH:19][N:18]=2)=[CH:12][CH:11]=1)(=[O:8])[O:5][CH2:6][CH3:7])[CH3:2].